This data is from Peptide-MHC class I binding affinity with 185,985 pairs from IEDB/IMGT. The task is: Regression. Given a peptide amino acid sequence and an MHC pseudo amino acid sequence, predict their binding affinity value. This is MHC class I binding data. (1) The peptide sequence is ACQGVGGPSHK. The MHC is HLA-B15:03 with pseudo-sequence HLA-B15:03. The binding affinity (normalized) is 0. (2) The MHC is HLA-A31:01 with pseudo-sequence HLA-A31:01. The peptide sequence is KLITEWCCR. The binding affinity (normalized) is 0.784. (3) The peptide sequence is RVFGFRTAK. The MHC is HLA-A30:01 with pseudo-sequence HLA-A30:01. The binding affinity (normalized) is 1.00. (4) The peptide sequence is FYLFTFTIY. The MHC is HLA-A68:02 with pseudo-sequence HLA-A68:02. The binding affinity (normalized) is 0.0847. (5) The MHC is HLA-A01:01 with pseudo-sequence HLA-A01:01. The peptide sequence is KLSNAKWLA. The binding affinity (normalized) is 0.0847.